This data is from Full USPTO retrosynthesis dataset with 1.9M reactions from patents (1976-2016). The task is: Predict the reactants needed to synthesize the given product. (1) Given the product [Cl:1][C:2]1[CH:3]=[N+:4]([O-:27])[CH:5]=[C:6]([Cl:26])[C:7]=1[CH2:8][C@@H:9]([C:11]1[CH:16]=[CH:15][C:14]([O:17][CH:18]([F:20])[F:19])=[C:13]([O:21][CH2:22][CH:23]2[CH2:25][CH2:24]2)[CH:12]=1)[O:10][C:42]([CH:38]1[N:37]([C:35](=[O:36])[C:34]2[CH:33]=[CH:32][C:31]([N+:28]([O-:30])=[O:29])=[CH:46][CH:45]=2)[CH2:41][CH2:40][S:39]1)=[O:43], predict the reactants needed to synthesize it. The reactants are: [Cl:1][C:2]1[CH:3]=[N+:4]([O-:27])[CH:5]=[C:6]([Cl:26])[C:7]=1[CH2:8][C@@H:9]([C:11]1[CH:16]=[CH:15][C:14]([O:17][CH:18]([F:20])[F:19])=[C:13]([O:21][CH2:22][CH:23]2[CH2:25][CH2:24]2)[CH:12]=1)[OH:10].[N+:28]([C:31]1[CH:46]=[CH:45][C:34]([C:35]([N:37]2[CH2:41][CH2:40][S:39][CH:38]2[C:42](O)=[O:43])=[O:36])=[CH:33][CH:32]=1)([O-:30])=[O:29].C(Cl)CCl. (2) Given the product [Br:13][C:4]1[C:3]([N:2]=[C:14]=[S:15])=[CH:12][CH:11]=[C:10]2[C:5]=1[N:6]=[CH:7][CH:8]=[N:9]2, predict the reactants needed to synthesize it. The reactants are: Br.[NH2:2][C:3]1[C:4]([Br:13])=[C:5]2[C:10](=[CH:11][CH:12]=1)[N:9]=[CH:8][CH:7]=[N:6]2.[C:14](Cl)(Cl)=[S:15]. (3) Given the product [C:20]1([C@H:18]([NH:17][CH:13]2[CH2:14][CH2:15][CH2:16][CH:11]([C:8]3[S:7][C:6]([C:4]([OH:5])=[O:3])=[CH:10][CH:9]=3)[CH2:12]2)[CH3:19])[C:29]2[C:24](=[CH:25][CH:26]=[CH:27][CH:28]=2)[CH:23]=[CH:22][CH:21]=1, predict the reactants needed to synthesize it. The reactants are: C([O:3][C:4]([C:6]1[S:7][C:8]([CH:11]2[CH2:16][CH2:15][CH2:14][CH:13]([NH:17][C@@H:18]([C:20]3[C:29]4[C:24](=[CH:25][CH:26]=[CH:27][CH:28]=4)[CH:23]=[CH:22][CH:21]=3)[CH3:19])[CH2:12]2)=[CH:9][CH:10]=1)=[O:5])C.O.[Li+].[OH-].